Dataset: Forward reaction prediction with 1.9M reactions from USPTO patents (1976-2016). Task: Predict the product of the given reaction. (1) Given the reactants [CH3:1][C:2]1([CH3:45])[CH2:7][O:6][CH:5]([CH2:8][CH2:9][CH2:10][O:11][C:12]2[CH:17]=[CH:16][C:15]([CH2:18][CH2:19][CH2:20][O:21][C:22]3[CH:31]=[CH:30][C:25]([C:26]([O:28][CH3:29])=[O:27])=[CH:24][C:23]=3[C:32]([NH:34][CH:35]3[CH2:40][CH2:39][CH2:38][CH:37]([C:41]([O:43]C)=[O:42])[CH2:36]3)=[O:33])=[CH:14][CH:13]=2)[O:4][CH2:3]1.Cl, predict the reaction product. The product is: [C:41]([CH:37]1[CH2:38][CH2:39][CH2:40][CH:35]([NH:34][C:32]([C:23]2[CH:24]=[C:25]([CH:30]=[CH:31][C:22]=2[O:21][CH2:20][CH2:19][CH2:18][C:15]2[CH:16]=[CH:17][C:12]([O:11][CH2:10][CH2:9][CH2:8][CH:5]3[O:4][CH2:3][C:2]([CH3:45])([CH3:1])[CH2:7][O:6]3)=[CH:13][CH:14]=2)[C:26]([O:28][CH3:29])=[O:27])=[O:33])[CH2:36]1)([OH:43])=[O:42]. (2) The product is: [OH:8][C:9]1[C:10]([C:33]2[CH:38]=[CH:37][CH:36]=[CH:35][CH:34]=2)=[N:11][C:12]2[C:17]([C:18]=1[C:19]([NH:21][N:22]([C:27]1[CH:28]=[CH:29][CH:30]=[CH:31][CH:32]=1)[C:23]([O:25][CH3:26])=[O:24])=[O:20])=[CH:16][CH:15]=[CH:14][CH:13]=2. Given the reactants C([O:8][C:9]1[C:10]([C:33]2[CH:38]=[CH:37][CH:36]=[CH:35][CH:34]=2)=[N:11][C:12]2[C:17]([C:18]=1[C:19]([NH:21][N:22]([C:27]1[CH:32]=[CH:31][CH:30]=[CH:29][CH:28]=1)[C:23]([O:25][CH3:26])=[O:24])=[O:20])=[CH:16][CH:15]=[CH:14][CH:13]=2)C1C=CC=CC=1, predict the reaction product. (3) Given the reactants [C@H]12C[C@H](N([CH2:7][C@@H:8]3[CH2:11][C@H:10]([N:12]4[C:16]5[N:17]=[CH:18][N:19]=[C:20]([NH2:21])[C:15]=5[C:14]([I:22])=[CH:13]4)[CH2:9]3)C1)CS2.[CH:24]12[CH2:30][CH:27]([NH:28][CH2:29]1)[CH2:26][S:25]2(=[O:32])=[O:31], predict the reaction product. The product is: [NH2:21][C:20]1[C:15]2[C:14]([I:22])=[CH:13][N:12]([C@@H:10]3[CH2:11][C@H:8]([CH2:7][N:28]4[CH2:29][C@@H:24]5[CH2:30][C@H:27]4[CH2:26][S:25]5(=[O:32])=[O:31])[CH2:9]3)[C:16]=2[N:17]=[CH:18][N:19]=1.